From a dataset of Forward reaction prediction with 1.9M reactions from USPTO patents (1976-2016). Predict the product of the given reaction. (1) Given the reactants [CH2:1]([O:3][C:4](=[O:24])[C:5]([O:8][C:9]1[C:18]2[C:13](=[CH:14][CH:15]=[CH:16][CH:17]=2)[CH:12]=[C:11]([O:19]C(OC)=O)[CH:10]=1)([CH3:7])[CH3:6])[CH3:2].[O-]CC.[Na+].CC(O)=O, predict the reaction product. The product is: [CH2:1]([O:3][C:4](=[O:24])[C:5]([O:8][C:9]1[C:18]2[C:13](=[CH:14][CH:15]=[CH:16][CH:17]=2)[CH:12]=[C:11]([OH:19])[CH:10]=1)([CH3:7])[CH3:6])[CH3:2]. (2) Given the reactants [NH2:1][CH2:2][CH2:3][CH2:4][NH:5][C:6](=[O:12])[O:7][C:8]([CH3:11])([CH3:10])[CH3:9].Cl[C:14]1[C:19]([N+:20]([O-:22])=[O:21])=[CH:18][CH:17]=[CH:16][C:15]=1[N+:23]([O-:25])=[O:24].C(N(CC)CC)C, predict the reaction product. The product is: [N+:20]([C:19]1[CH:18]=[CH:17][CH:16]=[C:15]([N+:23]([O-:25])=[O:24])[C:14]=1[NH:1][CH2:2][CH2:3][CH2:4][NH:5][C:6](=[O:12])[O:7][C:8]([CH3:9])([CH3:11])[CH3:10])([O-:22])=[O:21]. (3) Given the reactants F[C:2]1[N:7]=[CH:6][C:5]([C:8]2[CH:13]=[CH:12][C:11]([C:14]3[CH:15]=[CH:16][C:17]4[C:23](=[O:24])[NH:22][C:21]5[CH:25]=[C:26]([CH2:29][C:30]([O:32][CH3:33])=[O:31])[CH:27]=[CH:28][C:20]=5[NH:19][C:18]=4[CH:34]=3)=[CH:10][C:9]=2[O:35][CH3:36])=[CH:4][CH:3]=1.C(O)(=[O:39])C, predict the reaction product. The product is: [CH3:36][O:35][C:9]1[CH:10]=[C:11]([C:14]2[CH:15]=[CH:16][C:17]3[C:23](=[O:24])[NH:22][C:21]4[CH:25]=[C:26]([CH2:29][C:30]([O:32][CH3:33])=[O:31])[CH:27]=[CH:28][C:20]=4[NH:19][C:18]=3[CH:34]=2)[CH:12]=[CH:13][C:8]=1[C:5]1[CH:4]=[CH:3][C:2](=[O:39])[NH:7][CH:6]=1.